From a dataset of Reaction yield outcomes from USPTO patents with 853,638 reactions. Predict the reaction yield, written as a fraction of the theoretical maximum amount of product (1.0 means a 100% yield; for example, 0.34 means a 34% yield). (1) The reactants are NC1C=CC(OC2C=CN=C(N[C:14]([N:16]3[CH2:21][CH2:20][N:19]([CH:22]4[CH2:25][N:24]([CH3:26])[CH2:23]4)[CH2:18][CH2:17]3)=[O:15])C=2)=C(F)C=1.[C@]12(CS(O)(=O)=O)C(C)(C)C(CC1)CC2=[O:32].C1(CC(N=C=S)=O)C=CC=CC=1.C(=O)([O-])O.[Na+]. The catalyst is C(O)C.C1(C)C=CC=CC=1.C(OCC)C.C(OCC)(=O)C. The product is [CH3:26][N:24]1[CH2:25][CH:22]([N:19]2[CH2:20][CH2:21][N:16]([C:14]([OH:15])=[O:32])[CH2:17][CH2:18]2)[CH2:23]1. The yield is 0.290. (2) The reactants are Cl[CH2:2][C:3]1[CH:8]=[CH:7][C:6]([N+:9]([O-:11])=[O:10])=[CH:5][CH:4]=1.C(=O)([O-])[O-].[K+].[K+].[NH:18]1[CH2:23][CH2:22][CH2:21][CH2:20][CH2:19]1. The catalyst is C(#N)C. The product is [N+:9]([C:6]1[CH:7]=[CH:8][C:3]([CH2:2][N:18]2[CH2:23][CH2:22][CH2:21][CH2:20][CH2:19]2)=[CH:4][CH:5]=1)([O-:11])=[O:10]. The yield is 0.700. (3) The reactants are [O:1]=[C:2]1[N:6]([CH2:7][CH2:8][C:9]([NH:11][C@H:12]([B:30]2[O:34][CH:33]3[CH2:35][CH:36]4[CH2:39][CH:38]([C:32]3([CH3:42])[O:31]2)[C:37]4([CH3:41])[CH3:40])[CH2:13][C:14]2[C:22]3[C:17](=[CH:18][CH:19]=[CH:20][CH:21]=3)[N:16](C(OC(C)(C)C)=O)[CH:15]=2)=[O:10])[C:5]2[CH:43]=[CH:44][CH:45]=[CH:46][C:4]=2[S:3]1.[ClH:47]. The catalyst is ClCCl.O1CCOCC1. The product is [ClH:47].[NH:16]1[C:17]2[C:22](=[CH:21][CH:20]=[CH:19][CH:18]=2)[C:14]([CH2:13][C@H:12]([NH:11][C:9](=[O:10])[CH2:8][CH2:7][N:6]2[C:5]3[CH:43]=[CH:44][CH:45]=[CH:46][C:4]=3[S:3][C:2]2=[O:1])[B:30]2[O:34][CH:33]3[CH2:35][CH:36]4[CH2:39][CH:38]([C:32]3([CH3:42])[O:31]2)[C:37]4([CH3:40])[CH3:41])=[CH:15]1. The yield is 0.850. (4) No catalyst specified. The yield is 0.538. The reactants are [NH2:1][C:2]1[CH:3]=[C:4]([CH:9]=[CH:10][C:11]=1[Cl:12])[C:5]([O:7][CH3:8])=[O:6].[OH:13][C:14]1[CH:19]=[C:18]([CH3:20])[O:17][C:16](=O)[CH:15]=1. The product is [Cl:12][C:11]1[CH:10]=[CH:9][C:4]([C:5]([O:7][CH3:8])=[O:6])=[CH:3][C:2]=1[N:1]1[C:18]([CH3:20])=[CH:19][C:14]([OH:13])=[CH:15][C:16]1=[O:17]. (5) The reactants are Br[C:2]1[CH:7]=[CH:6][CH:5]=[C:4]([Br:8])[N:3]=1.[C:9]([Cu])#[N:10]. The catalyst is CN(C=O)C. The product is [Br:8][C:4]1[N:3]=[C:2]([C:9]#[N:10])[CH:7]=[CH:6][CH:5]=1. The yield is 0.300. (6) The reactants are [CH3:1][O:2][C:3](=[O:24])[C:4]([N:6]([C:13]1[CH:18]=[C:17]([Cl:19])[CH:16]=[CH:15][C:14]=1[C:20](=[O:23])[CH2:21][CH3:22])[C:7]1[CH:12]=[CH:11][CH:10]=[CH:9][CH:8]=1)=O.C(=O)([O-])[O-].[K+].[K+].CCCCCC. The catalyst is CO.C(OCC)(=O)C. The product is [CH3:1][O:2][C:3]([C:4]1[N:6]([C:7]2[CH:12]=[CH:11][CH:10]=[CH:9][CH:8]=2)[C:13]2[C:14]([C:20](=[O:23])[C:21]=1[CH3:22])=[CH:15][CH:16]=[C:17]([Cl:19])[CH:18]=2)=[O:24]. The yield is 0.734. (7) The reactants are [Br:1][C:2]1[N:3]=[C:4]([CH2:7]Cl)[S:5][CH:6]=1.[NH:9]1[CH:13]=[C:12]([C:14]([O:16][CH2:17][CH3:18])=[O:15])[CH:11]=[N:10]1.C(=O)([O-])[O-].[K+].[K+].O. The catalyst is CN(C)C=O. The product is [Br:1][C:2]1[N:3]=[C:4]([CH2:7][N:9]2[CH:13]=[C:12]([C:14]([O:16][CH2:17][CH3:18])=[O:15])[CH:11]=[N:10]2)[S:5][CH:6]=1. The yield is 0.660. (8) The reactants are [C:1]([CH:3]1[CH2:6][N:5]([C:7]([O:9][C:10]([CH3:13])([CH3:12])[CH3:11])=[O:8])[CH2:4]1)#[N:2].[CH3:14][Si]([N-][Si](C)(C)C)(C)C.[Li+].IC. The catalyst is C1COCC1. The product is [C:10]([O:9][C:7]([N:5]1[CH2:6][C:3]([C:1]#[N:2])([CH3:14])[CH2:4]1)=[O:8])([CH3:13])([CH3:12])[CH3:11]. The yield is 0.890. (9) The yield is 0.930. The catalyst is CO. The product is [CH:10]1[C:11]2[CH:12]([CH2:14][O:15][C:16](=[O:33])[NH:17][CH2:18][C:19]3[CH:24]=[CH:23][CH:22]=[CH:21][C:20]=3[C:25]3[CH:26]=[CH:27][C:28]([CH:46]([O:49][CH3:50])[O:51][CH3:52])=[CH:29][CH:30]=3)[C:13]3[C:5](=[CH:4][CH:3]=[CH:2][CH:1]=3)[C:6]=2[CH:7]=[CH:8][CH:9]=1. The reactants are [CH:1]1[C:13]2[CH:12]([CH2:14][O:15][C:16](=[O:33])[NH:17][CH2:18][C:19]3[CH:24]=[CH:23][CH:22]=[CH:21][C:20]=3[C:25]3[CH:30]=[CH:29][C:28](C=O)=[CH:27][CH:26]=3)[C:11]3[C:6](=[CH:7][CH:8]=[CH:9][CH:10]=3)[C:5]=2[CH:4]=[CH:3][CH:2]=1.O.C1(C)C=CC(S(O)(=O)=O)=CC=1.[CH:46]([O:51][CH3:52])([O:49][CH3:50])OC.